From a dataset of Forward reaction prediction with 1.9M reactions from USPTO patents (1976-2016). Predict the product of the given reaction. Given the reactants [C:1]([NH:4][C:5]1[S:6][CH:7]=[C:8]([CH2:10][CH2:11][C:12]2[CH:17]=[CH:16][C:15]([CH2:18][CH2:19][C:20](OC)=[O:21])=[CH:14][CH:13]=2)[N:9]=1)(=[O:3])[CH3:2].[BH4-].[Li+].[O-]S([O-])(=O)=O.[Na+].[Na+], predict the reaction product. The product is: [OH:21][CH2:20][CH2:19][CH2:18][C:15]1[CH:14]=[CH:13][C:12]([CH2:11][CH2:10][C:8]2[N:9]=[C:5]([NH:4][C:1](=[O:3])[CH3:2])[S:6][CH:7]=2)=[CH:17][CH:16]=1.